Dataset: Catalyst prediction with 721,799 reactions and 888 catalyst types from USPTO. Task: Predict which catalyst facilitates the given reaction. (1) Reactant: [CH3:1][C@@H:2]([OH:6])[C@H:3]([OH:5])[CH3:4].[H-].[Na+].[Br:9][C:10]1[C:11](Cl)=[N:12][C:13]([Cl:16])=[N:14][CH:15]=1. Product: [Br:9][C:10]1[C:11]([O:5][C@H:3]([CH3:4])[C@H:2]([OH:6])[CH3:1])=[N:12][C:13]([Cl:16])=[N:14][CH:15]=1. The catalyst class is: 1. (2) Reactant: Cl.[OH:2][CH2:3][CH:4]1[CH2:9][NH:8][CH2:7][CH2:6][N:5]1[CH2:10][CH:11]([N:15]1[CH:19]=[C:18]([C:20]2[C:21]3[CH:28]=[CH:27][N:26]([CH2:29][O:30][CH2:31][CH2:32][Si:33]([CH3:36])([CH3:35])[CH3:34])[C:22]=3[N:23]=[CH:24][N:25]=2)[CH:17]=[N:16]1)[CH2:12][C:13]#[N:14].[C:37]([C:39]1[CH:47]=[CH:46][C:42]([C:43](O)=[O:44])=[C:41]([F:48])[CH:40]=1)#[N:38].F[P-](F)(F)(F)(F)F.C[N+](C)=C(N(C)C)ON1C2N=CC=CC=2N=N1.C(N(CC)CC)C. Product: [C:13]([CH2:12][CH:11]([N:15]1[CH:19]=[C:18]([C:20]2[C:21]3[CH:28]=[CH:27][N:26]([CH2:29][O:30][CH2:31][CH2:32][Si:33]([CH3:35])([CH3:34])[CH3:36])[C:22]=3[N:23]=[CH:24][N:25]=2)[CH:17]=[N:16]1)[CH2:10][N:5]1[CH2:6][CH2:7][N:8]([C:43]([C:42]2[CH:46]=[CH:47][C:39]([C:37]#[N:38])=[CH:40][C:41]=2[F:48])=[O:44])[CH2:9][CH:4]1[CH2:3][OH:2])#[N:14]. The catalyst class is: 299. (3) Reactant: C([SiH](CC)CC)C.FC(F)(F)C(O)=O.[C:15]([O:23][CH2:24][CH2:25][C:26]1[CH:27]=[CH:28][C:29]2[N:30]([N:32]=[C:33]([C:47]3[CH:52]=[CH:51][CH:50]=[CH:49][CH:48]=3)[C:34]=2[CH:35](O)[C:36]2[N:41]=[C:40]([C:42]([O:44][CH3:45])=[O:43])[CH:39]=[CH:38][CH:37]=2)[CH:31]=1)(=[O:22])[C:16]1[CH:21]=[CH:20][CH:19]=[CH:18][CH:17]=1.C(=O)(O)[O-].[Na+]. Product: [C:15]([O:23][CH2:24][CH2:25][C:26]1[CH:27]=[CH:28][C:29]2[N:30]([N:32]=[C:33]([C:47]3[CH:48]=[CH:49][CH:50]=[CH:51][CH:52]=3)[C:34]=2[CH2:35][C:36]2[N:41]=[C:40]([C:42]([O:44][CH3:45])=[O:43])[CH:39]=[CH:38][CH:37]=2)[CH:31]=1)(=[O:22])[C:16]1[CH:21]=[CH:20][CH:19]=[CH:18][CH:17]=1. The catalyst class is: 4. (4) Reactant: Cl.[CH2:2]([N:6]([S:16]([C:19]1[CH:24]=[CH:23][C:22]([N+:25]([O-:27])=[O:26])=[CH:21][CH:20]=1)(=[O:18])=[O:17])[C@H:7]([C:13]([OH:15])=[O:14])[CH2:8][CH2:9][CH2:10][CH2:11][NH2:12])[CH:3]([CH3:5])[CH3:4].C([O-])([O-])=O.[Cs+].[Cs+].[NH:34]1[C:42]2[C:37](=[CH:38][CH:39]=[CH:40][CH:41]=2)[C:36]([CH2:43][CH2:44][C:45](O)=[O:46])=[CH:35]1.C(C1NC=CN=1)(C1NC=CN=1)=O. Product: [CH2:2]([N:6]([S:16]([C:19]1[CH:24]=[CH:23][C:22]([N+:25]([O-:27])=[O:26])=[CH:21][CH:20]=1)(=[O:18])=[O:17])[C@H:7]([C:13]([OH:15])=[O:14])[CH2:8][CH2:9][CH2:10][CH2:11][NH:12][C:45](=[O:46])[CH2:44][CH2:43][C:36]1[C:37]2[C:42](=[CH:41][CH:40]=[CH:39][CH:38]=2)[NH:34][CH:35]=1)[CH:3]([CH3:5])[CH3:4]. The catalyst class is: 49.